The task is: Regression. Given two drug SMILES strings and cell line genomic features, predict the synergy score measuring deviation from expected non-interaction effect.. This data is from NCI-60 drug combinations with 297,098 pairs across 59 cell lines. (1) Drug 1: CC1=CC2C(CCC3(C2CCC3(C(=O)C)OC(=O)C)C)C4(C1=CC(=O)CC4)C. Drug 2: COCCOC1=C(C=C2C(=C1)C(=NC=N2)NC3=CC=CC(=C3)C#C)OCCOC.Cl. Cell line: MCF7. Synergy scores: CSS=-15.5, Synergy_ZIP=3.60, Synergy_Bliss=-4.74, Synergy_Loewe=-27.0, Synergy_HSA=-15.7. (2) Drug 1: CC1OCC2C(O1)C(C(C(O2)OC3C4COC(=O)C4C(C5=CC6=C(C=C35)OCO6)C7=CC(=C(C(=C7)OC)O)OC)O)O. Drug 2: CCN(CC)CCCC(C)NC1=C2C=C(C=CC2=NC3=C1C=CC(=C3)Cl)OC. Cell line: PC-3. Synergy scores: CSS=43.5, Synergy_ZIP=-3.61, Synergy_Bliss=4.18, Synergy_Loewe=6.86, Synergy_HSA=7.73. (3) Drug 1: C(=O)(N)NO. Drug 2: C1C(C(OC1N2C=NC(=NC2=O)N)CO)O. Cell line: HOP-92. Synergy scores: CSS=1.33, Synergy_ZIP=-1.42, Synergy_Bliss=0.665, Synergy_Loewe=-5.99, Synergy_HSA=-2.43.